This data is from Forward reaction prediction with 1.9M reactions from USPTO patents (1976-2016). The task is: Predict the product of the given reaction. Given the reactants [Br:1][C:2]1[CH:7]=[C:6]([Cl:8])[C:5]([S:9](Cl)(=[O:11])=[O:10])=[C:4]([Cl:13])[CH:3]=1.[NH2:14][C:15]1[C:16]([CH3:25])=[N:17][N:18]([CH3:24])[C:19]=1[CH2:20][CH:21]([CH3:23])[CH3:22], predict the reaction product. The product is: [Br:1][C:2]1[CH:7]=[C:6]([Cl:8])[C:5]([S:9]([NH:14][C:15]2[C:16]([CH3:25])=[N:17][N:18]([CH3:24])[C:19]=2[CH2:20][CH:21]([CH3:23])[CH3:22])(=[O:11])=[O:10])=[C:4]([Cl:13])[CH:3]=1.